Dataset: Full USPTO retrosynthesis dataset with 1.9M reactions from patents (1976-2016). Task: Predict the reactants needed to synthesize the given product. (1) Given the product [CH2:28]([O:14][C:13](=[O:15])[C@@H:12]1[CH2:16][CH:17]([OH:19])[CH2:18][N:11]1[C:1]([O:3][CH2:4][C:5]1[CH:6]=[CH:7][CH:8]=[CH:9][CH:10]=1)=[O:2])[C:29]1[CH:34]=[CH:33][CH:32]=[CH:31][CH:30]=1, predict the reactants needed to synthesize it. The reactants are: [C:1]([N:11]1[CH2:18][CH:17]([OH:19])[CH2:16][C@H:12]1[C:13]([OH:15])=[O:14])([O:3][CH2:4][C:5]1[CH:10]=[CH:9][CH:8]=[CH:7][CH:6]=1)=[O:2].C([O-])([O-])=O.[K+].[K+].[Na+].[I-].[CH2:28](Br)[C:29]1[CH:34]=[CH:33][CH:32]=[CH:31][CH:30]=1. (2) Given the product [Cl:10][C:11]1[C:17]([O:9][C:3]2[CH:4]=[CH:5][C:6]([F:8])=[CH:7][C:2]=2[CH3:22])=[CH:16][C:14]([NH2:15])=[C:13]([N+:19]([O-:21])=[O:20])[CH:12]=1, predict the reactants needed to synthesize it. The reactants are: F[C:2]1[CH:7]=[C:6]([F:8])[CH:5]=[CH:4][C:3]=1[OH:9].[Cl:10][C:11]1[C:17](Cl)=[CH:16][C:14]([NH2:15])=[C:13]([N+:19]([O-:21])=[O:20])[CH:12]=1.[C:22](=O)([O-])[O-].[K+].[K+]. (3) Given the product [CH3:13][N:2]([CH3:1])[CH2:3][CH2:4][NH:5][CH2:6][C:7]([CH3:8])([NH2:9])[CH3:12], predict the reactants needed to synthesize it. The reactants are: [CH3:1][N:2]([CH3:13])[CH2:3][CH2:4][NH:5][CH2:6][C:7]([CH3:12])([N+:9]([O-])=O)[CH3:8].